This data is from Reaction yield outcomes from USPTO patents with 853,638 reactions. The task is: Predict the reaction yield, written as a fraction of the theoretical maximum amount of product (1.0 means a 100% yield; for example, 0.34 means a 34% yield). (1) The reactants are [CH2:1]([Li])[CH2:2][CH2:3][CH3:4].[CH3:6][C:7]1[C@@H:8]([O:20][Si:21]([CH2:26][CH3:27])([CH2:24][CH3:25])[CH2:22][CH3:23])[C@H:9]([CH:18]=O)[CH2:10][C:11]=1[C:12]1C=CC=[CH:14][N:13]=1.[CH2:28]1COCC1. The catalyst is [Br-].C[P+](C1C=CC=CC=1)(C1C=CC=CC=1)C1C=CC=CC=1. The product is [CH3:4][C:3]1[CH:2]=[CH:1][C:12]([C:11]2[CH2:10][C@@H:9]([CH:18]=[CH2:28])[C@H:8]([O:20][Si:21]([CH2:22][CH3:23])([CH2:24][CH3:25])[CH2:26][CH3:27])[C:7]=2[CH3:6])=[N:13][CH:14]=1. The yield is 0.730. (2) The reactants are [C:1]1([CH3:23])[CH:6]=[CH:5][C:4]([S:7]([NH:10][C@@H:11]([CH2:16][C:17]2[CH:22]=[CH:21][CH:20]=[CH:19][CH:18]=2)[C:12](=[O:15])[CH2:13][Cl:14])(=[O:9])=[O:8])=[CH:3][CH:2]=1.C(O)=O.C(N(CC)CC)C. The catalyst is C(OCC)(=O)C.C1(C)C=CC(S(N[C@H](C2C=CC=CC=2)[C@@H](C2C=CC=CC=2)N)(=O)=O)=CC=1.Cl[Rh+]C1(C)C(C)=C(C)C(C)=C1C. The product is [C:1]1([CH3:23])[CH:2]=[CH:3][C:4]([S:7]([NH:10][C@@H:11]([CH2:16][C:17]2[CH:18]=[CH:19][CH:20]=[CH:21][CH:22]=2)[C@@H:12]([OH:15])[CH2:13][Cl:14])(=[O:9])=[O:8])=[CH:5][CH:6]=1. The yield is 0.983. (3) The reactants are [Cl:1][C:2]1[CH:3]=[CH:4][C:5]([C:8]([C:19]2[CH:24]=[C:23]([C:25]([F:28])([F:27])[F:26])[CH:22]=[C:21]([F:29])[CH:20]=2)([N:16]=[C:17]=S)[CH2:9][C:10]2[CH:15]=[CH:14][CH:13]=[CH:12][CH:11]=2)=[N:6][CH:7]=1.[N:30]([CH2:33][C:34]([C:36]1[CH:41]=[CH:40][CH:39]=[CH:38][CH:37]=1)=[O:35])=[N+]=[N-].C1(P(C2C=CC=CC=2)C2C=CC=CC=2)C=CC=CC=1. The catalyst is O1CCOCC1. The yield is 0.120. The product is [Cl:1][C:2]1[CH:3]=[CH:4][C:5]([C:8]([NH:16][C:17]2[O:35][C:34]([C:36]3[CH:41]=[CH:40][CH:39]=[CH:38][CH:37]=3)=[CH:33][N:30]=2)([C:19]2[CH:24]=[C:23]([C:25]([F:28])([F:27])[F:26])[CH:22]=[C:21]([F:29])[CH:20]=2)[CH2:9][C:10]2[CH:15]=[CH:14][CH:13]=[CH:12][CH:11]=2)=[N:6][CH:7]=1. (4) The reactants are [CH3:1][O:2][C:3](=[O:12])[CH2:4][C:5]1[CH:10]=[CH:9][CH:8]=[C:7]([OH:11])[CH:6]=1.[Br:13][CH2:14][C@@H:15]([CH3:18])[CH2:16]O.C1(P(C2C=CC=CC=2)C2C=CC=CC=2)C=CC=CC=1.CC(OC(/N=N/C(OC(C)C)=O)=O)C. The catalyst is C1(C)C=CC=CC=1.CCCCCC. The product is [CH3:1][O:2][C:3](=[O:12])[CH2:4][C:5]1[CH:10]=[CH:9][CH:8]=[C:7]([O:11][CH2:16][C@H:15]([CH3:18])[CH2:14][Br:13])[CH:6]=1. The yield is 0.630. (5) The reactants are [CH3:1][CH:2]([C:4]1[CH:5]=[C:6]([C:10]2[N:15]3[N:16]=[C:17]([NH2:19])[N:18]=[C:14]3[CH:13]=[CH:12][CH:11]=2)[CH:7]=[CH:8][CH:9]=1)[CH3:3].Cl[C:21]([O:23][CH3:24])=[O:22]. The catalyst is N1C=CC=CC=1. The product is [CH3:24][O:23][C:21](=[O:22])[NH:19][C:17]1[N:18]=[C:14]2[CH:13]=[CH:12][CH:11]=[C:10]([C:6]3[CH:7]=[CH:8][CH:9]=[C:4]([CH:2]([CH3:1])[CH3:3])[CH:5]=3)[N:15]2[N:16]=1. The yield is 0.610. (6) The reactants are [F:1][C:2]([F:24])([F:23])[CH:3]([C:14]1[CH:19]=[C:18]([Cl:20])[C:17]([Cl:21])=[C:16]([Cl:22])[CH:15]=1)/[CH:4]=[CH:5]/[C:6]1[CH:11]=[CH:10][C:9]([O:12][NH2:13])=[CH:8][CH:7]=1.CCN=C=NCCCN(C)C.Cl.C1C=CC2N(O)N=NC=2C=1.CCN(C(C)C)C(C)C.[CH:56]1([C:59](O)=[O:60])[CH2:58][CH2:57]1. The catalyst is C(Cl)Cl.O. The product is [F:24][C:2]([F:1])([F:23])[CH:3]([C:14]1[CH:15]=[C:16]([Cl:22])[C:17]([Cl:21])=[C:18]([Cl:20])[CH:19]=1)/[CH:4]=[CH:5]/[C:6]1[CH:11]=[CH:10][C:9]([O:12][NH:13][C:59]([CH:56]2[CH2:58][CH2:57]2)=[O:60])=[CH:8][CH:7]=1. The yield is 0.340. (7) The reactants are [Br:1][C:2]1[C:7]([C:8]2[CH:13]=[CH:12][CH:11]=[CH:10][CH:9]=2)=[N:6][NH:5][C:4](=[O:14])[CH:3]=1.C(=O)([O-])[O-].[K+].[K+].Br[CH:22]([CH3:24])[CH3:23]. The catalyst is CN(C=O)C. The product is [Br:1][C:2]1[C:7]([C:8]2[CH:13]=[CH:12][CH:11]=[CH:10][CH:9]=2)=[N:6][N:5]([CH:22]([CH3:24])[CH3:23])[C:4](=[O:14])[CH:3]=1. The yield is 0.770. (8) The reactants are [CH2:1]([O:8][C:9]1[C:13]([O:14][CH2:15][C:16]2[CH:21]=[CH:20][CH:19]=[CH:18][CH:17]=2)=[C:12]([C:22]([O:24]CC)=[O:23])[N:11]([C:27]2[CH:32]=[CH:31][C:30]([O:33][CH3:34])=[CH:29][CH:28]=2)[C:10]=1[C:35]([O:37]CC)=[O:36])[C:2]1[CH:7]=[CH:6][CH:5]=[CH:4][CH:3]=1.[OH-].[Na+].C1COCC1.Cl. The catalyst is C(O)C. The yield is 0.670. The product is [CH2:1]([O:8][C:9]1[C:13]([O:14][CH2:15][C:16]2[CH:21]=[CH:20][CH:19]=[CH:18][CH:17]=2)=[C:12]([C:22]([OH:24])=[O:23])[N:11]([C:27]2[CH:28]=[CH:29][C:30]([O:33][CH3:34])=[CH:31][CH:32]=2)[C:10]=1[C:35]([OH:37])=[O:36])[C:2]1[CH:3]=[CH:4][CH:5]=[CH:6][CH:7]=1. (9) The reactants are [H-].[Na+].[F:3][C:4]1[CH:5]=[C:6]([CH2:22][OH:23])[CH:7]=[C:8]([F:21])[C:9]=1[O:10][C:11]1[CH:16]=[CH:15][N:14]=[C:13]([C:17]([F:20])([F:19])[F:18])[CH:12]=1.Cl[C:25]1[CH:26]=[C:27]2[N:34]([CH3:35])[C@@H:33]([CH3:36])[CH2:32][N:28]2[C:29](=[O:31])[N:30]=1. The catalyst is CN(C)C=O. The product is [F:3][C:4]1[CH:5]=[C:6]([CH:7]=[C:8]([F:21])[C:9]=1[O:10][C:11]1[CH:16]=[CH:15][N:14]=[C:13]([C:17]([F:18])([F:19])[F:20])[CH:12]=1)[CH2:22][O:23][C:25]1[CH:26]=[C:27]2[N:34]([CH3:35])[C@@H:33]([CH3:36])[CH2:32][N:28]2[C:29](=[O:31])[N:30]=1. The yield is 0.121.